Dataset: Full USPTO retrosynthesis dataset with 1.9M reactions from patents (1976-2016). Task: Predict the reactants needed to synthesize the given product. (1) Given the product [CH2:16]([NH:18][C:2]1[C:11]([CH:12]=[O:13])=[CH:10][C:9]2[C:4](=[CH:5][CH:6]=[C:7]([O:14][CH3:15])[CH:8]=2)[N:3]=1)[CH3:17], predict the reactants needed to synthesize it. The reactants are: Cl[C:2]1[C:11]([CH:12]=[O:13])=[CH:10][C:9]2[C:4](=[CH:5][CH:6]=[C:7]([O:14][CH3:15])[CH:8]=2)[N:3]=1.[CH2:16]([NH2:18])[CH3:17]. (2) Given the product [Cl:41][C:37]1[CH:36]=[C:35]([C@@H:32]2[CH2:33][N:34]([CH:63]3[CH2:64][CH2:65][O:60][CH2:61][CH2:62]3)[C:30](=[O:42])[N:31]2[CH:18]2[CH2:19][CH2:20][NH:21][CH2:22][CH2:23]2)[CH:40]=[CH:39][CH:38]=1, predict the reactants needed to synthesize it. The reactants are: C1(N2C[C@@H](C3C=CC=CC=3)N([CH:18]3[CH2:23][CH2:22][NH:21][CH2:20][CH2:19]3)C2=O)CCCCC1.C(O[C:30](=[O:42])[NH:31][C@H:32]([C:35]1[CH:40]=[CH:39][CH:38]=[C:37]([Cl:41])[CH:36]=1)[CH2:33][NH2:34])(C)(C)C.C(OC(=O)N[C@H](C1C=CC=CC=1)CN)(C)(C)C.[O:60]1[CH2:65][CH2:64][CH2:63][CH2:62][C:61]1=O.C1(=O)CCCCC1. (3) Given the product [C:1]([C:5]1[N:6]=[C:7]([N:23]2[CH2:24][C:47]3([CH2:46][O:49][CH2:50]3)[CH2:28]2)[C:8]2[N:13]=[N:12][N:11]([CH2:14][C:15]3[CH:20]=[CH:19][C:18]([O:21][CH3:22])=[CH:17][CH:16]=3)[C:9]=2[N:10]=1)([CH3:3])([CH3:4])[CH3:2], predict the reactants needed to synthesize it. The reactants are: [C:1]([C:5]1[N:6]=[C:7]([N:23]2[CH2:28]COC[CH2:24]2)[C:8]2[N:13]=[N:12][N:11]([CH2:14][C:15]3[CH:20]=[CH:19][C:18]([O:21][CH3:22])=[CH:17][CH:16]=3)[C:9]=2[N:10]=1)([CH3:4])([CH3:3])[CH3:2].C(C1N=C(Cl)C2N=NN(CC3C=[CH:47][C:46]([O:49][CH3:50])=CC=3)C=2N=1)(C)(C)C.C(O)(=O)C(O)=O.C1C2(CNC2)CO1. (4) The reactants are: [CH3:1][N:2]1[CH2:15][CH2:14][C:5]2[NH:6][C:7]3[CH:8]=[CH:9][C:10]([CH3:13])=[CH:11][C:12]=3[C:4]=2[CH2:3]1.N1CCC[C@H]1C(O)=O.P([O-])([O-])([O-])=O.[K+].[K+].[K+].Br[CH:33]=[C:34]([C:36]1[CH:41]=[CH:40][C:39]([Cl:42])=[C:38]([Cl:43])[CH:37]=1)[CH3:35]. Given the product [Cl:43][C:38]1[CH:37]=[C:36](/[C:34](/[CH3:35])=[CH:33]\[N:6]2[C:7]3[CH:8]=[CH:9][C:10]([CH3:13])=[CH:11][C:12]=3[C:4]3[CH2:3][N:2]([CH3:1])[CH2:15][CH2:14][C:5]2=3)[CH:41]=[CH:40][C:39]=1[Cl:42], predict the reactants needed to synthesize it. (5) Given the product [C:6]([NH:8][C:9]1([CH2:12][OH:13])[CH2:11][CH2:10]1)([O:5][C:1]([CH3:4])([CH3:3])[CH3:2])=[O:7], predict the reactants needed to synthesize it. The reactants are: [C:1]([O:5][C:6]([NH:8][C:9]1([C:12](OC)=[O:13])[CH2:11][CH2:10]1)=[O:7])([CH3:4])([CH3:3])[CH3:2].[BH4-].[Li+]. (6) Given the product [OH:22][C:18]1[CH:17]=[CH:16][CH:15]=[C:14]2[C:19]=1[C:20](=[O:21])[C:12]1([OH:11])[C:7]3[CH:8]=[CH:9][C:4]([CH:1]([CH3:3])[CH3:2])=[CH:5][C:6]=3[O:10][C:13]12[OH:23], predict the reactants needed to synthesize it. The reactants are: [CH:1]([C:4]1[CH:5]=[C:6]([OH:10])[CH:7]=[CH:8][CH:9]=1)([CH3:3])[CH3:2].[OH:11][C:12]1(O)[C:20](=[O:21])[C:19]2[C:14](=[CH:15][CH:16]=[CH:17][C:18]=2[OH:22])[C:13]1=[O:23]. (7) The reactants are: [N:1]1[CH:6]=[CH:5][C:4]([CH2:7][OH:8])=[CH:3][CH:2]=1.[O:9]1[CH:13]=[CH:12][CH:11]=[C:10]1[CH2:14][NH:15][C:16]1[N:21]=[C:20]([NH:22][C:23]2[CH:28]=[CH:27][CH:26]=[C:25]([C:29]([F:32])([F:31])[F:30])[CH:24]=2)[N:19]=[C:18](Cl)[N:17]=1. Given the product [O:9]1[CH:13]=[CH:12][CH:11]=[C:10]1[CH2:14][NH:15][C:16]1[N:21]=[C:20]([NH:22][C:23]2[CH:28]=[CH:27][CH:26]=[C:25]([C:29]([F:30])([F:32])[F:31])[CH:24]=2)[N:19]=[C:18]([O:8][CH2:7][C:4]2[CH:5]=[CH:6][N:1]=[CH:2][CH:3]=2)[N:17]=1, predict the reactants needed to synthesize it.